Dataset: Catalyst prediction with 721,799 reactions and 888 catalyst types from USPTO. Task: Predict which catalyst facilitates the given reaction. (1) Reactant: Cl[C:2]1[CH:7]=[C:6]([N:8]2[C:12]([CH3:13])=[C:11]([I:14])[N:10]=[C:9]2[CH3:15])[CH:5]=[CH:4][N:3]=1.[OH-:16].[K+]. Product: [I:14][C:11]1[N:10]=[C:9]([CH3:15])[N:8]([C:6]2[CH:5]=[CH:4][NH:3][C:2](=[O:16])[CH:7]=2)[C:12]=1[CH3:13]. The catalyst class is: 107. (2) Reactant: C(Cl)(=O)C(Cl)=O.CS(C)=O.[CH3:11][C:12]([CH3:27])([CH2:25][OH:26])[C:13]([O:15][CH2:16][C:17]1[CH:22]=[CH:21][C:20]([O:23][CH3:24])=[CH:19][CH:18]=1)=[O:14].CCN(C(C)C)C(C)C. Product: [CH:25]([C:12]([CH3:27])([CH3:11])[C:13]([O:15][CH2:16][C:17]1[CH:18]=[CH:19][C:20]([O:23][CH3:24])=[CH:21][CH:22]=1)=[O:14])=[O:26]. The catalyst class is: 2. (3) Reactant: [CH2:1]([O:8][C:9]1[CH:10]=[C:11]([Mg]Br)[CH:12]=[CH:13][CH:14]=1)[C:2]1[CH:7]=[CH:6][CH:5]=[CH:4][CH:3]=1.[Cl:17][C:18]1[CH:23]=[CH:22][C:21]([N:24]2[CH:29]=[CH:28][C:27](=[O:30])[C:26]([C:31](N(OC)C)=[O:32])=[N:25]2)=[CH:20][CH:19]=1.Cl.C([O-])([O-])=O.[Na+].[Na+]. Product: [CH2:1]([O:8][C:9]1[CH:10]=[CH:11][C:12]([C:31]([C:26]2[C:27](=[O:30])[CH:28]=[CH:29][N:24]([C:21]3[CH:22]=[CH:23][C:18]([Cl:17])=[CH:19][CH:20]=3)[N:25]=2)=[O:32])=[CH:13][CH:14]=1)[C:2]1[CH:7]=[CH:6][CH:5]=[CH:4][CH:3]=1. The catalyst class is: 387.